From a dataset of Experimentally validated miRNA-target interactions with 360,000+ pairs, plus equal number of negative samples. Binary Classification. Given a miRNA mature sequence and a target amino acid sequence, predict their likelihood of interaction. The miRNA is cel-miR-64-5p with sequence UAUGACACUGAAGCGUUACCGAA. The protein sequence of the target gene is MARGDAPRDSYHLVGISFFILGLGTLLPWNFFITAIPYFQARLAGAGNSTARILSTNHTGPEDAFNFNNWVTLLSQLPLLLFTLLNSFLYQCVPETVRILGSLLAILLLFALTAALVKVDMSPGPFFSITMASVCFINSFSAVLQGSLFGQLGTMPSTYSTLFLSGQGLAGIFAALAMLLSMASGVDAETSALGYFITPCVGILMSIVCYLSLPHLKFARYYLANKSSQAQAQELETKAELLQSDENGIPSSPQKVALTLDLDLEKEPESEPDEPQKPGKPSVFTVFQKIWLTALCLVLV.... Result: 0 (no interaction).